Dataset: HIV replication inhibition screening data with 41,000+ compounds from the AIDS Antiviral Screen. Task: Binary Classification. Given a drug SMILES string, predict its activity (active/inactive) in a high-throughput screening assay against a specified biological target. (1) The molecule is OC1(c2ccccc2)CC2CCC(C1)N2CCc1ccccc1. The result is 0 (inactive). (2) The molecule is Oc1nnc2c(-c3ccccc3)n[nH]c2n1. The result is 0 (inactive). (3) The result is 0 (inactive). The drug is Cc1nnc2ccc([N+](=O)[O-])cc2c1O. (4) The molecule is N=C(CSS(=O)(=O)O)NCc1cccs1. The result is 0 (inactive). (5) The compound is CS(=O)(=O)NN=CCN1C(=O)c2ccccc2C1=O. The result is 0 (inactive).